From a dataset of Reaction yield outcomes from USPTO patents with 853,638 reactions. Predict the reaction yield, written as a fraction of the theoretical maximum amount of product (1.0 means a 100% yield; for example, 0.34 means a 34% yield). (1) The reactants are [OH-].[Na+].C1COCC1.[CH3:8][C:9]1[CH:19]=[CH:18][C:17]([C:20]2[C:28]3[S:27][C:26]([CH2:29][C:30]4[CH:35]=[CH:34][CH:33]=[C:32]([C:36]([F:39])([F:38])[F:37])[CH:31]=4)=[CH:25][C:24]=3[CH:23]=[CH:22][CH:21]=2)=[CH:16][C:10]=1[C:11]([O:13]CC)=[O:12].Cl. The catalyst is O.CO. The product is [CH3:8][C:9]1[CH:19]=[CH:18][C:17]([C:20]2[C:28]3[S:27][C:26]([CH2:29][C:30]4[CH:35]=[CH:34][CH:33]=[C:32]([C:36]([F:38])([F:37])[F:39])[CH:31]=4)=[CH:25][C:24]=3[CH:23]=[CH:22][CH:21]=2)=[CH:16][C:10]=1[C:11]([OH:13])=[O:12]. The yield is 0.700. (2) The reactants are C([O:8][C:9]1[CH:10]=[C:11]([C:23]2([C:26]#[N:27])[CH2:25][CH2:24]2)[CH:12]=[CH:13][C:14]=1[O:15]CC1C=CC=CC=1)C1C=CC=CC=1. The catalyst is CO.[Pd]. The product is [OH:8][C:9]1[CH:10]=[C:11]([C:23]2([C:26]#[N:27])[CH2:24][CH2:25]2)[CH:12]=[CH:13][C:14]=1[OH:15]. The yield is 0.920.